From a dataset of Forward reaction prediction with 1.9M reactions from USPTO patents (1976-2016). Predict the product of the given reaction. (1) Given the reactants Cl.[Cl:2][C:3]1[C:4]([F:18])=[C:5]([CH:9]2[CH2:12][C:11]3([CH2:17][CH2:16][NH:15][CH2:14][CH2:13]3)[CH2:10]2)[CH:6]=[CH:7][CH:8]=1.CC1C=C(C2CC3(CCN([C:35]([O:37][C:38]4[CH:43]=[CH:42][C:41]([N+:44]([O-:46])=[O:45])=[CH:40][CH:39]=4)=[O:36])CC3)C2)C=CC=1, predict the reaction product. The product is: [Cl:2][C:3]1[C:4]([F:18])=[C:5]([CH:9]2[CH2:12][C:11]3([CH2:17][CH2:16][N:15]([C:35]([O:37][C:38]4[CH:39]=[CH:40][C:41]([N+:44]([O-:46])=[O:45])=[CH:42][CH:43]=4)=[O:36])[CH2:14][CH2:13]3)[CH2:10]2)[CH:6]=[CH:7][CH:8]=1. (2) Given the reactants [N+:1]([C:4]1[CH:5]=[C:6]2[C:10](=[CH:11][CH:12]=1)[NH:9][CH:8]=[C:7]2[CH:13]=O)([O-:3])=[O:2].[S:15]1[CH:19]=[CH:18][CH:17]=[C:16]1[S:20]([CH2:23][C:24]#[N:25])(=[O:22])=[O:21], predict the reaction product. The product is: [N+:1]([C:4]1[CH:5]=[C:6]2[C:10](=[CH:11][CH:12]=1)[NH:9][CH:8]=[C:7]2[CH:13]=[C:23]([S:20]([C:16]1[S:15][CH:19]=[CH:18][CH:17]=1)(=[O:22])=[O:21])[C:24]#[N:25])([O-:3])=[O:2]. (3) Given the reactants [I:1][C:2]1[C:3]([CH3:12])=[CH:4][C:5]([CH3:11])=[C:6]([CH:10]=1)[C:7]([OH:9])=[O:8].[C:13]1([CH3:19])[CH:18]=CC=C[CH:14]=1, predict the reaction product. The product is: [C:13]([O:8][C:7](=[O:9])[C:6]1[CH:10]=[C:2]([I:1])[C:3]([CH3:12])=[CH:4][C:5]=1[CH3:11])([CH3:19])([CH3:18])[CH3:14]. (4) Given the reactants [N:1]1([C:6]2[N:11]=[CH:10][C:9]([CH2:12][C:13]([N:15]3[CH2:20][CH2:19][N:18](C(OC(C)(C)C)=O)[CH2:17][CH2:16]3)=[O:14])=[CH:8][CH:7]=2)[CH:5]=[N:4][N:3]=[N:2]1.[ClH:28].CCOC(C)=O, predict the reaction product. The product is: [ClH:28].[N:15]1([C:13](=[O:14])[CH2:12][C:9]2[CH:10]=[N:11][C:6]([N:1]3[CH:5]=[N:4][N:3]=[N:2]3)=[CH:7][CH:8]=2)[CH2:16][CH2:17][NH:18][CH2:19][CH2:20]1. (5) Given the reactants [CH3:1][O:2][C:3]([C:5]1[S:6][C:7](Br)=[CH:8][C:9]=1[N:10]([C@H:20]1[CH2:25][CH2:24][C@H:23]([OH:26])[CH2:22][CH2:21]1)[C:11]([C@H:13]1[CH2:18][CH2:17][C@H:16]([CH3:19])[CH2:15][CH2:14]1)=[O:12])=[O:4].[CH2:28]([Sn:32]([CH2:50][CH2:51][CH2:52][CH3:53])([CH2:46][CH2:47][CH2:48][CH3:49])[Sn:32]([CH2:46][CH2:47][CH2:48][CH3:49])([CH2:50][CH2:51][CH2:52][CH3:53])[CH2:28][CH2:29][CH2:30][CH3:31])[CH2:29][CH2:30][CH3:31], predict the reaction product. The product is: [CH3:1][O:2][C:3]([C:5]1[S:6][C:7]([Sn:32]([CH2:46][CH2:47][CH2:48][CH3:49])([CH2:50][CH2:51][CH2:52][CH3:53])[CH2:28][CH2:29][CH2:30][CH3:31])=[CH:8][C:9]=1[N:10]([C@H:20]1[CH2:25][CH2:24][C@H:23]([OH:26])[CH2:22][CH2:21]1)[C:11]([C@H:13]1[CH2:18][CH2:17][C@H:16]([CH3:19])[CH2:15][CH2:14]1)=[O:12])=[O:4]. (6) Given the reactants [NH2:1][C:2]1([C:14]([O:16][CH3:17])=[O:15])[CH2:7][CH2:6][C:5]([O:12][CH3:13])([C:8]([F:11])([F:10])[F:9])[CH2:4][CH2:3]1.C(N(CC)CC)C.[Cl:25][C:26]1[CH:31]=[CH:30][C:29]([C:32]2[CH:37]=[CH:36][C:35]([CH3:38])=[C:34]([CH2:39][C:40](Cl)=[O:41])[CH:33]=2)=[CH:28][CH:27]=1, predict the reaction product. The product is: [Cl:25][C:26]1[CH:27]=[CH:28][C:29]([C:32]2[CH:37]=[CH:36][C:35]([CH3:38])=[C:34]([CH2:39][C:40]([NH:1][C:2]3([C:14]([O:16][CH3:17])=[O:15])[CH2:3][CH2:4][C:5]([O:12][CH3:13])([C:8]([F:11])([F:10])[F:9])[CH2:6][CH2:7]3)=[O:41])[CH:33]=2)=[CH:30][CH:31]=1.